This data is from NCI-60 drug combinations with 297,098 pairs across 59 cell lines. The task is: Regression. Given two drug SMILES strings and cell line genomic features, predict the synergy score measuring deviation from expected non-interaction effect. (1) Drug 1: CC1=C(C=C(C=C1)C(=O)NC2=CC(=CC(=C2)C(F)(F)F)N3C=C(N=C3)C)NC4=NC=CC(=N4)C5=CN=CC=C5. Drug 2: C1CN(CCN1C(=O)CCBr)C(=O)CCBr. Cell line: HOP-92. Synergy scores: CSS=16.2, Synergy_ZIP=-1.36, Synergy_Bliss=1.26, Synergy_Loewe=-1.86, Synergy_HSA=-1.52. (2) Drug 1: C1=CC(=CC=C1C#N)C(C2=CC=C(C=C2)C#N)N3C=NC=N3. Drug 2: C1CN(P(=O)(OC1)NCCCl)CCCl. Cell line: OVCAR-4. Synergy scores: CSS=-4.46, Synergy_ZIP=1.03, Synergy_Bliss=-0.525, Synergy_Loewe=-6.41, Synergy_HSA=-4.98. (3) Drug 1: C1CN1P(=S)(N2CC2)N3CC3. Drug 2: CCN(CC)CCCC(C)NC1=C2C=C(C=CC2=NC3=C1C=CC(=C3)Cl)OC. Cell line: IGROV1. Synergy scores: CSS=4.17, Synergy_ZIP=-1.57, Synergy_Bliss=1.58, Synergy_Loewe=-1.16, Synergy_HSA=1.19. (4) Drug 1: CCC1(CC2CC(C3=C(CCN(C2)C1)C4=CC=CC=C4N3)(C5=C(C=C6C(=C5)C78CCN9C7C(C=CC9)(C(C(C8N6C=O)(C(=O)OC)O)OC(=O)C)CC)OC)C(=O)OC)O.OS(=O)(=O)O. Drug 2: CC1=C(C(CCC1)(C)C)C=CC(=CC=CC(=CC(=O)O)C)C. Synergy scores: CSS=19.6, Synergy_ZIP=-4.34, Synergy_Bliss=0.908, Synergy_Loewe=-24.0, Synergy_HSA=-0.754. Cell line: NCIH23. (5) Synergy scores: CSS=7.88, Synergy_ZIP=13.1, Synergy_Bliss=11.3, Synergy_Loewe=-15.3, Synergy_HSA=-1.42. Drug 2: CCC1=C2CN3C(=CC4=C(C3=O)COC(=O)C4(CC)O)C2=NC5=C1C=C(C=C5)O. Drug 1: CC1=C(C(CCC1)(C)C)C=CC(=CC=CC(=CC(=O)O)C)C. Cell line: OVCAR3. (6) Drug 1: C1CC(=O)NC(=O)C1N2CC3=C(C2=O)C=CC=C3N. Drug 2: CCCCC(=O)OCC(=O)C1(CC(C2=C(C1)C(=C3C(=C2O)C(=O)C4=C(C3=O)C=CC=C4OC)O)OC5CC(C(C(O5)C)O)NC(=O)C(F)(F)F)O. Cell line: SW-620. Synergy scores: CSS=5.95, Synergy_ZIP=-2.91, Synergy_Bliss=-5.03, Synergy_Loewe=-0.766, Synergy_HSA=-2.41.